This data is from Orexin1 receptor HTS with 218,158 compounds and 233 confirmed actives. The task is: Binary Classification. Given a drug SMILES string, predict its activity (active/inactive) in a high-throughput screening assay against a specified biological target. (1) The drug is S(CC(=O)NC1CCCCC1)c1n(CCCC(=O)NCC2OCCC2)c(=O)c2c(n1)cccc2. The result is 0 (inactive). (2) The result is 0 (inactive). The drug is S(=O)(=O)(N1C(CCCC1)C(=O)Nc1c(ccc(S(=O)(=O)N(C)C)c1)C)c1ccccc1. (3) The drug is Clc1c(c2n3N=C(c4cc(OCC5CC5)c(OC(F)F)cc4)CSc3nn2)cccc1. The result is 0 (inactive). (4) The molecule is Clc1c(NC(=O)NC(c2cc(OC)ccc2)C)cccc1. The result is 0 (inactive). (5) The drug is S=C(N1CCOCC1)c1cc(OC(=O)c2cc([N+]([O-])=O)ccc2)ccc1. The result is 0 (inactive).